Task: Predict the reaction yield, written as a fraction of the theoretical maximum amount of product (1.0 means a 100% yield; for example, 0.34 means a 34% yield).. Dataset: Reaction yield outcomes from USPTO patents with 853,638 reactions The reactants are [F:1][C:2]1[CH:7]=[C:6]([F:8])[C:5]([O:9][CH3:10])=[CH:4][C:3]=1[C:11]1[CH:16]=[CH:15][N:14]=[CH:13][C:12]=1[NH:17][CH3:18].[CH3:19][S:20]([C:23]1[CH:24]=[C:25]([CH:29]=[C:30]([C:32]([F:35])([F:34])[F:33])[CH:31]=1)[C:26]([OH:28])=O)(=[O:22])=[O:21].O=P(Cl)(Cl)Cl. The catalyst is N1C=CC=CC=1. The product is [F:1][C:2]1[CH:7]=[C:6]([F:8])[C:5]([O:9][CH3:10])=[CH:4][C:3]=1[C:11]1[CH:16]=[CH:15][N:14]=[CH:13][C:12]=1[N:17]([CH3:18])[C:26](=[O:28])[C:25]1[CH:29]=[C:30]([C:32]([F:35])([F:34])[F:33])[CH:31]=[C:23]([S:20]([CH3:19])(=[O:21])=[O:22])[CH:24]=1. The yield is 0.290.